Dataset: Reaction yield outcomes from USPTO patents with 853,638 reactions. Task: Predict the reaction yield, written as a fraction of the theoretical maximum amount of product (1.0 means a 100% yield; for example, 0.34 means a 34% yield). (1) The reactants are [Si:1]([O:8][C@@H:9]1[C@@:28]2([CH3:29])[C:13](=[CH:14][CH:15]=[C:16]3[C@@H:27]2[CH2:26][CH2:25][C@@:24]2([CH3:30])[C@H:17]3[CH2:18][CH:19]=[C:20]2[C:21](=[O:23])[CH3:22])[CH2:12][C@@H:11]([O:31][Si:32]([C:35]([CH3:38])([CH3:37])[CH3:36])([CH3:34])[CH3:33])[CH2:10]1)([C:4]([CH3:7])([CH3:6])[CH3:5])([CH3:3])[CH3:2].O.O.O.O.O.O.O.[Cl-].[Ce+3].[Cl-].[Cl-].[BH4-].[Na+]. The catalyst is CO.O1CCCC1. The product is [Si:1]([O:8][C@@H:9]1[C@@:28]2([CH3:29])[C:13](=[CH:14][CH:15]=[C:16]3[C@@H:27]2[CH2:26][CH2:25][C@@:24]2([CH3:30])[C@H:17]3[CH2:18][CH:19]=[C:20]2[C@H:21]([OH:23])[CH3:22])[CH2:12][C@@H:11]([O:31][Si:32]([C:35]([CH3:36])([CH3:38])[CH3:37])([CH3:33])[CH3:34])[CH2:10]1)([C:4]([CH3:7])([CH3:6])[CH3:5])([CH3:3])[CH3:2].[Si:1]([O:8][C@@H:9]1[C@@:28]2([CH3:29])[C:13](=[CH:14][CH:15]=[C:16]3[C@@H:27]2[CH2:26][CH2:25][C@@:24]2([CH3:30])[C@H:17]3[CH2:18][CH:19]=[C:20]2[C@@H:21]([OH:23])[CH3:22])[CH2:12][C@@H:11]([O:31][Si:32]([C:35]([CH3:36])([CH3:38])[CH3:37])([CH3:33])[CH3:34])[CH2:10]1)([C:4]([CH3:7])([CH3:6])[CH3:5])([CH3:3])[CH3:2]. The yield is 0.730. (2) The reactants are [Na].Cl[C:3]1[CH:8]=[C:7]([CH3:9])[N:6]=[C:5]([NH:10][C:11]2[CH:16]=[CH:15][C:14]([N:17]3[CH:21]=[C:20]([CH3:22])[N:19]=[CH:18]3)=[C:13]([O:23][CH3:24])[CH:12]=2)[N:4]=1. The catalyst is C(O)(C)C. The product is [CH:13]([O:23][C:3]1[CH:8]=[C:7]([CH3:9])[N:6]=[C:5]([NH:10][C:11]2[CH:16]=[CH:15][C:14]([N:17]3[CH:21]=[C:20]([CH3:22])[N:19]=[CH:18]3)=[C:13]([O:23][CH3:24])[CH:12]=2)[N:4]=1)([CH3:14])[CH3:12]. The yield is 0.240. (3) The reactants are [N:1]1([NH:7][C:8]([C:10]2[S:14][C:13]([C:15]([O:17]C)=O)=[CH:12][CH:11]=2)=[O:9])[CH2:6][CH2:5][O:4][CH2:3][CH2:2]1.O.[NH2:20][NH2:21]. The catalyst is C(O)C. The product is [N:1]1([NH:7][C:8]([C:10]2[S:14][C:13]([C:15]([NH:20][NH2:21])=[O:17])=[CH:12][CH:11]=2)=[O:9])[CH2:6][CH2:5][O:4][CH2:3][CH2:2]1. The yield is 0.680. (4) The reactants are [CH3:1][O:2][C:3](=[O:15])[C:4]1[CH:9]=[CH:8][CH:7]=[C:6]([N+:10]([O-:12])=[O:11])[C:5]=1[CH2:13]Br.CN(C)C=O.O.[N-:22]=[N+:23]=[N-:24].[Na+]. The catalyst is C(OC)(C)(C)C. The product is [CH3:1][O:2][C:3](=[O:15])[C:4]1[CH:9]=[CH:8][CH:7]=[C:6]([N+:10]([O-:12])=[O:11])[C:5]=1[CH2:13][N:22]=[N+:23]=[N-:24]. The yield is 0.896. (5) The catalyst is C1COCC1.CCN(CC)CC. The yield is 0.570. The reactants are [CH3:1][C:2]([CH3:5])([O-:4])[CH3:3].[K+].[CH2:7]([N:11]1[N:12]([CH3:34])[C:13]([C:30]([CH3:33])([CH3:32])[CH3:31])=[CH:14]/[C:15]/1=[N:16]\[C:17](=[O:29])[C:18]1[CH:23]=[C:22]([C:24]([F:27])([F:26])[F:25])[CH:21]=[CH:20][C:19]=1F)[CH2:8][CH2:9][CH3:10].CC[O:37]C(C)=O.CO. The product is [CH2:7]([N:11]1[N:12]([CH3:34])[C:13]([C:30]([CH3:33])([CH3:32])[CH3:31])=[CH:14]/[C:15]/1=[N:16]\[C:17](=[O:29])[C:18]1[CH:23]=[C:22]([C:24]([F:27])([F:26])[F:25])[CH:21]=[CH:20][C:19]=1[O:37][CH2:1][C:2]([OH:4])([CH3:5])[CH3:3])[CH2:8][CH2:9][CH3:10]. (6) The reactants are [Cl:1][C:2]1[CH:7]=[C:6]([C:8]2[O:9][CH:10]=[C:11]([CH2:13][N:14]3[CH2:19][CH2:18][CH2:17][CH2:16][CH2:15]3)[N:12]=2)[CH:5]=[CH:4][C:3]=1[OH:20].Br[CH2:22][CH2:23][CH2:24][Cl:25].C(=O)([O-])[O-].[K+].[K+]. No catalyst specified. The product is [Cl:1][C:2]1[CH:7]=[C:6]([C:8]2[O:9][CH:10]=[C:11]([CH2:13][N:14]3[CH2:15][CH2:16][CH2:17][CH2:18][CH2:19]3)[N:12]=2)[CH:5]=[CH:4][C:3]=1[O:20][CH2:22][CH2:23][CH2:24][Cl:25]. The yield is 0.740. (7) The reactants are C(OOC(=O)C1C=CC=CC=1)(=O)C1C=CC=CC=1.[Br:19][C:20]1[CH:25]=[CH:24][C:23]([CH3:26])=[CH:22][C:21]=1[Cl:27].[Br:28]N1C(=O)CCC1=O. The catalyst is C(Cl)(Cl)(Cl)Cl. The product is [Br:19][C:20]1[CH:25]=[CH:24][C:23]([CH2:26][Br:28])=[CH:22][C:21]=1[Cl:27]. The yield is 0.940. (8) The reactants are C(N(CC)CC)C.[C:8]([NH:11][NH:12][C:13]([C:15]1[C:19]([Br:20])=[C:18]([CH3:21])[O:17][N:16]=1)=[O:14])(=O)[CH3:9].[Cl-].ClC1N(C)CC[NH+]1C.O. The catalyst is C(Cl)(Cl)Cl. The product is [Br:20][C:19]1[C:15]([C:13]2[O:14][C:8]([CH3:9])=[N:11][N:12]=2)=[N:16][O:17][C:18]=1[CH3:21]. The yield is 0.130.